The task is: Regression. Given a peptide amino acid sequence and an MHC pseudo amino acid sequence, predict their binding affinity value. This is MHC class I binding data.. This data is from Peptide-MHC class I binding affinity with 185,985 pairs from IEDB/IMGT. (1) The peptide sequence is KLGDQFGRK. The MHC is HLA-B58:01 with pseudo-sequence HLA-B58:01. The binding affinity (normalized) is 0.0847. (2) The peptide sequence is GLLASAPGI. The MHC is HLA-A02:12 with pseudo-sequence HLA-A02:12. The binding affinity (normalized) is 0.872. (3) The peptide sequence is WTDVTPKY. The MHC is Mamu-B17 with pseudo-sequence Mamu-B17. The binding affinity (normalized) is 0. (4) The peptide sequence is RVITAPPYY. The MHC is HLA-B39:01 with pseudo-sequence HLA-B39:01. The binding affinity (normalized) is 0.0847. (5) The peptide sequence is FTSTNDKIK. The MHC is HLA-A11:01 with pseudo-sequence HLA-A11:01. The binding affinity (normalized) is 0.624. (6) The peptide sequence is KRMMIRYCL. The MHC is HLA-B57:01 with pseudo-sequence HLA-B57:01. The binding affinity (normalized) is 0.0847. (7) The peptide sequence is ASSSNYNTY. The MHC is HLA-B18:01 with pseudo-sequence HLA-B18:01. The binding affinity (normalized) is 0.0847. (8) The peptide sequence is DASLMDMITL. The MHC is HLA-A02:01 with pseudo-sequence HLA-A02:01. The binding affinity (normalized) is 0.508. (9) The peptide sequence is KHDEEFCDM. The MHC is HLA-B48:01 with pseudo-sequence HLA-B48:01. The binding affinity (normalized) is 0.0847.